Dataset: Reaction yield outcomes from USPTO patents with 853,638 reactions. Task: Predict the reaction yield, written as a fraction of the theoretical maximum amount of product (1.0 means a 100% yield; for example, 0.34 means a 34% yield). (1) The reactants are FC(F)(F)C(O[C:6](=[O:11])[C:7](F)(F)F)=O.[Br:14][C:15]1C(C)=[N+:17]([O-])[CH:18]=[C:19]([F:22])[C:20]=1[CH3:21]. The catalyst is C(Cl)Cl.C(OCC)(=O)C. The product is [Br:14][C:15]1[C:7]([CH2:6][OH:11])=[N:17][CH:18]=[C:19]([F:22])[C:20]=1[CH3:21]. The yield is 0.680. (2) The reactants are [Cl:1][C:2]1[CH:3]=[C:4]([CH:26]=[CH:27][C:28]=1[Cl:29])[C:5]([NH:7][NH:8][C:9](=[O:25])[C@H:10]([NH:14][C:15]1[CH:20]=[CH:19][C:18]([C:21]#[N:22])=[C:17]([Cl:23])[C:16]=1[CH3:24])[C@@H:11]([OH:13])[CH3:12])=O.C(NP1(N(CC)CC)N(C)CCCN1C)(C)(C)C. The catalyst is C1COCC1. The product is [Cl:23][C:17]1[C:16]([CH3:24])=[C:15]([NH:14][C@@H:10]([C:9]2[O:25][C:5]([C:4]3[CH:26]=[CH:27][C:28]([Cl:29])=[C:2]([Cl:1])[CH:3]=3)=[N:7][N:8]=2)[C@@H:11]([OH:13])[CH3:12])[CH:20]=[CH:19][C:18]=1[C:21]#[N:22]. The yield is 0.250.